This data is from Reaction yield outcomes from USPTO patents with 853,638 reactions. The task is: Predict the reaction yield, written as a fraction of the theoretical maximum amount of product (1.0 means a 100% yield; for example, 0.34 means a 34% yield). The reactants are C([N:8]1[CH2:13][CH2:12][N:11]([C:14]2[CH:19]=[CH:18][C:17]([O:20]CC3C=CC=CC=3)=[CH:16][CH:15]=2)[CH:10]([CH2:28][OH:29])[CH2:9]1)C1C=CC=CC=1.[C:41]([O:40][C:38](O[C:38]([O:40][C:41]([CH3:44])([CH3:43])[CH3:42])=[O:39])=[O:39])([CH3:44])([CH3:43])[CH3:42]. The product is [C:41]([O:40][C:38]([N:8]1[CH2:13][CH2:12][N:11]([C:14]2[CH:15]=[CH:16][C:17]([OH:20])=[CH:18][CH:19]=2)[CH:10]([CH2:28][OH:29])[CH2:9]1)=[O:39])([CH3:42])([CH3:43])[CH3:44]. The catalyst is O1CCCC1.C(O)C.CO.[Pd]. The yield is 0.530.